From a dataset of Full USPTO retrosynthesis dataset with 1.9M reactions from patents (1976-2016). Predict the reactants needed to synthesize the given product. (1) Given the product [C:1]([O:23][CH2:22][C:21]([O:25][CH3:26])=[O:24])([C:14]1[CH:19]=[CH:18][CH:17]=[CH:16][CH:15]=1)([C:8]1[CH:13]=[CH:12][CH:11]=[CH:10][CH:9]=1)[C:2]1[CH:7]=[CH:6][CH:5]=[CH:4][CH:3]=1, predict the reactants needed to synthesize it. The reactants are: [C:1](Cl)([C:14]1[CH:19]=[CH:18][CH:17]=[CH:16][CH:15]=1)([C:8]1[CH:13]=[CH:12][CH:11]=[CH:10][CH:9]=1)[C:2]1[CH:7]=[CH:6][CH:5]=[CH:4][CH:3]=1.[C:21]([O:25][CH3:26])(=[O:24])[CH2:22][OH:23].CCN(C(C)C)C(C)C. (2) Given the product [F:1][C:2]1[CH:3]=[CH:4][C:5]([C:8]2[N:9]=[C:10]([N:18]3[CH:22]=[CH:21][N:20]=[C:19]3[CH3:23])[O:11][C:12]=2[CH2:13][CH2:14][CH2:15][CH2:16][O:17][C:26]2[CH:27]=[CH:28][CH:29]=[CH:30][C:25]=2[CH3:24])=[CH:6][CH:7]=1, predict the reactants needed to synthesize it. The reactants are: [F:1][C:2]1[CH:7]=[CH:6][C:5]([C:8]2[N:9]=[C:10]([N:18]3[CH:22]=[CH:21][N:20]=[C:19]3[CH3:23])[O:11][C:12]=2[CH2:13][CH2:14][CH2:15][CH2:16][OH:17])=[CH:4][CH:3]=1.[CH3:24][C:25]1[CH:30]=[CH:29][CH:28]=[CH:27][C:26]=1O.C(P(CCCC)CCCC)CCC.N(C(N1CCCCC1)=O)=NC(N1CCCCC1)=O. (3) The reactants are: C[N:2](C)/[CH:3]=[CH:4]/[C:5]([C:7]1[C:12](=[O:13])[CH:11]=[CH:10][N:9]([C:14]2[CH:15]=[C:16]([S:20]([N:23]([CH3:25])[CH3:24])(=[O:22])=[O:21])[CH:17]=[CH:18][CH:19]=2)[N:8]=1)=O.[F:27][C:28]1[CH:33]=[CH:32][C:31]([F:34])=[CH:30][C:29]=1[NH:35]N. Given the product [F:27][C:28]1[CH:33]=[CH:32][C:31]([F:34])=[CH:30][C:29]=1[N:35]1[C:5]([C:7]2[C:12](=[O:13])[CH:11]=[CH:10][N:9]([C:14]3[CH:15]=[C:16]([S:20]([N:23]([CH3:24])[CH3:25])(=[O:21])=[O:22])[CH:17]=[CH:18][CH:19]=3)[N:8]=2)=[CH:4][CH:3]=[N:2]1, predict the reactants needed to synthesize it. (4) Given the product [CH2:20]([N:9]1[C:10]2[CH:11]=[CH:12][C:4]([Cl:3])=[CH:5][C:6]=2[C:7]2[CH2:16][N:15]([CH3:17])[CH2:14][CH2:13][C:8]1=2)[CH:19]=[CH2:18], predict the reactants needed to synthesize it. The reactants are: [H-].[Na+].[Cl:3][C:4]1[CH:12]=[CH:11][C:10]2[NH:9][C:8]3[CH2:13][CH2:14][N:15]([CH3:17])[CH2:16][C:7]=3[C:6]=2[CH:5]=1.[CH2:18](Br)[CH:19]=[CH2:20].CO. (5) The reactants are: [Cl:1][C:2]1[C:11]2[C:6](=[CH:7][C:8]([OH:14])=[C:9]([O:12][CH3:13])[CH:10]=2)[N:5]=[CH:4][N:3]=1.[CH3:15][N:16]1[CH2:21][CH2:20][CH:19]([CH2:22]O)[CH2:18][CH2:17]1. Given the product [Cl:1][C:2]1[C:11]2[C:6](=[CH:7][C:8]([O:14][CH2:22][CH:19]3[CH2:20][CH2:21][N:16]([CH3:15])[CH2:17][CH2:18]3)=[C:9]([O:12][CH3:13])[CH:10]=2)[N:5]=[CH:4][N:3]=1, predict the reactants needed to synthesize it.